Dataset: Full USPTO retrosynthesis dataset with 1.9M reactions from patents (1976-2016). Task: Predict the reactants needed to synthesize the given product. Given the product [CH3:23][CH:22]([CH3:24])[CH2:21][C@H:11]([NH:10][C:9]([C@H:8]1[O:7][C@@H:6]1[C:4]([OH:5])=[O:3])=[O:25])[C:12](=[O:20])[NH:13][C:14]1[CH:19]=[CH:18][CH:17]=[CH:16][CH:15]=1, predict the reactants needed to synthesize it. The reactants are: C([O:3][C:4]([C@@H:6]1[C@@H:8]([C:9](=[O:25])[NH:10][C@@H:11]([CH2:21][CH:22]([CH3:24])[CH3:23])[C:12](=[O:20])[NH:13][C:14]2[CH:19]=[CH:18][CH:17]=[CH:16][CH:15]=2)[O:7]1)=[O:5])C.[Li+].[OH-].